This data is from NCI-60 drug combinations with 297,098 pairs across 59 cell lines. The task is: Regression. Given two drug SMILES strings and cell line genomic features, predict the synergy score measuring deviation from expected non-interaction effect. Drug 1: C1=CN(C(=O)N=C1N)C2C(C(C(O2)CO)O)O.Cl. Drug 2: C1C(C(OC1N2C=NC(=NC2=O)N)CO)O. Cell line: HT29. Synergy scores: CSS=17.4, Synergy_ZIP=-0.879, Synergy_Bliss=4.66, Synergy_Loewe=-5.77, Synergy_HSA=4.62.